This data is from NCI-60 drug combinations with 297,098 pairs across 59 cell lines. The task is: Regression. Given two drug SMILES strings and cell line genomic features, predict the synergy score measuring deviation from expected non-interaction effect. (1) Drug 1: CC1=C(C=C(C=C1)NC2=NC=CC(=N2)N(C)C3=CC4=NN(C(=C4C=C3)C)C)S(=O)(=O)N.Cl. Drug 2: CCC1(CC2CC(C3=C(CCN(C2)C1)C4=CC=CC=C4N3)(C5=C(C=C6C(=C5)C78CCN9C7C(C=CC9)(C(C(C8N6C=O)(C(=O)OC)O)OC(=O)C)CC)OC)C(=O)OC)O.OS(=O)(=O)O. Cell line: HT29. Synergy scores: CSS=56.0, Synergy_ZIP=6.31, Synergy_Bliss=3.85, Synergy_Loewe=-52.5, Synergy_HSA=1.59. (2) Drug 1: C1CC(=O)NC(=O)C1N2CC3=C(C2=O)C=CC=C3N. Drug 2: C1=CC=C(C(=C1)C(C2=CC=C(C=C2)Cl)C(Cl)Cl)Cl. Cell line: TK-10. Synergy scores: CSS=3.79, Synergy_ZIP=-0.874, Synergy_Bliss=6.07, Synergy_Loewe=6.28, Synergy_HSA=6.28. (3) Drug 1: C1=NC2=C(N=C(N=C2N1C3C(C(C(O3)CO)O)O)F)N. Drug 2: CC1=C(C(=CC=C1)Cl)NC(=O)C2=CN=C(S2)NC3=CC(=NC(=N3)C)N4CCN(CC4)CCO. Cell line: CAKI-1. Synergy scores: CSS=21.6, Synergy_ZIP=1.73, Synergy_Bliss=-2.95, Synergy_Loewe=-3.76, Synergy_HSA=-4.10. (4) Drug 1: CC12CCC3C(C1CCC2=O)CC(=C)C4=CC(=O)C=CC34C. Drug 2: CC12CCC3C(C1CCC2OP(=O)(O)O)CCC4=C3C=CC(=C4)OC(=O)N(CCCl)CCCl.[Na+]. Cell line: HL-60(TB). Synergy scores: CSS=5.58, Synergy_ZIP=-16.8, Synergy_Bliss=-31.7, Synergy_Loewe=-51.9, Synergy_HSA=-32.6. (5) Drug 1: C1=CC(=CC=C1CC(C(=O)O)N)N(CCCl)CCCl.Cl. Drug 2: C1CC(=O)NC(=O)C1N2C(=O)C3=CC=CC=C3C2=O. Cell line: MDA-MB-435. Synergy scores: CSS=0.851, Synergy_ZIP=1.74, Synergy_Bliss=3.98, Synergy_Loewe=-0.853, Synergy_HSA=-1.78. (6) Drug 1: C1=CN(C(=O)N=C1N)C2C(C(C(O2)CO)O)O.Cl. Drug 2: C1=NC2=C(N1)C(=S)N=CN2. Cell line: SNB-75. Synergy scores: CSS=11.6, Synergy_ZIP=-8.39, Synergy_Bliss=1.23, Synergy_Loewe=-6.32, Synergy_HSA=0.933. (7) Drug 1: CCC1(CC2CC(C3=C(CCN(C2)C1)C4=CC=CC=C4N3)(C5=C(C=C6C(=C5)C78CCN9C7C(C=CC9)(C(C(C8N6C=O)(C(=O)OC)O)OC(=O)C)CC)OC)C(=O)OC)O.OS(=O)(=O)O. Drug 2: C1=NC2=C(N=C(N=C2N1C3C(C(C(O3)CO)O)F)Cl)N. Cell line: PC-3. Synergy scores: CSS=1.66, Synergy_ZIP=-2.63, Synergy_Bliss=-2.96, Synergy_Loewe=-5.94, Synergy_HSA=-4.30.